From a dataset of Forward reaction prediction with 1.9M reactions from USPTO patents (1976-2016). Predict the product of the given reaction. (1) Given the reactants [C:1]([C:3]1[N:4]=[CH:5][C:6]([N:27]2[CH2:32][CH2:31][CH2:30][C@@H:29]([NH:33][C:34](=[O:40])[O:35][C:36]([CH3:39])([CH3:38])[CH3:37])[C@H:28]2[CH3:41])=[N:7][C:8]=1[NH:9][C:10]1[CH:15]=[CH:14][C:13]([CH:16]2[CH2:21][CH2:20][N:19]([CH:22]3[CH2:26][CH2:25][CH2:24][CH2:23]3)[CH2:18][CH2:17]2)=[CH:12][CH:11]=1)#[N:2].CS(C)=[O:44].OO.[OH-].[Na+], predict the reaction product. The product is: [C:1]([C:3]1[N:4]=[CH:5][C:6]([N:27]2[CH2:32][CH2:31][CH2:30][C@@H:29]([NH:33][C:34](=[O:40])[O:35][C:36]([CH3:37])([CH3:39])[CH3:38])[C@H:28]2[CH3:41])=[N:7][C:8]=1[NH:9][C:10]1[CH:15]=[CH:14][C:13]([CH:16]2[CH2:21][CH2:20][N:19]([CH:22]3[CH2:23][CH2:24][CH2:25][CH2:26]3)[CH2:18][CH2:17]2)=[CH:12][CH:11]=1)(=[O:44])[NH2:2]. (2) The product is: [CH3:18][O:7][C:6](=[O:8])[C:5]1[CH:9]=[CH:10][C:2]([F:1])=[C:3]([N+:11]([O-:13])=[O:12])[CH:4]=1. Given the reactants [F:1][C:2]1[CH:10]=[CH:9][C:5]([C:6]([OH:8])=[O:7])=[CH:4][C:3]=1[N+:11]([O-:13])=[O:12].S(Cl)(Cl)=O.[CH3:18]O, predict the reaction product.